From a dataset of Catalyst prediction with 721,799 reactions and 888 catalyst types from USPTO. Predict which catalyst facilitates the given reaction. (1) Reactant: [OH:1][CH2:2][CH2:3][NH:4][C:5]1[CH:10]=[CH:9][C:8]([CH3:11])=[CH:7][CH:6]=1.[H][H].[CH2:14]=O. Product: [CH3:14][N:4]([CH2:3][CH2:2][OH:1])[C:5]1[CH:10]=[CH:9][C:8]([CH3:11])=[CH:7][CH:6]=1. The catalyst class is: 386. (2) Product: [CH3:23][CH2:24][CH2:15][CH:16]([CH3:17])[CH3:21].[CH:51]([OH:52])([CH3:53])[CH3:48]. Reactant: [H-].[Al+3].[Li+].[H-].[H-].[H-].[Si](O[C@H:15]1[CH2:24][C:23](C)(C)C[C:21]2N=C(C(C)C)C(C(C3C=CC(C(F)(F)F)=CC=3)=O)=[C:17](C3CCCCC3)[C:16]1=2)(C(C)(C)C)(C)C.[C:48]([CH:51]([CH:53](C([O-])=O)O)[OH:52])([O-])=O.[K+].[Na+]. The catalyst class is: 1. (3) Reactant: [F:1][C:2]1[CH:8]=[CH:7][C:5]([NH2:6])=[CH:4][CH:3]=1.[H-].[Na+].F[C:12]1[CH:17]=[CH:16][CH:15]=[CH:14][C:13]=1[N+:18]([O-:20])=[O:19]. Product: [F:1][C:2]1[CH:8]=[CH:7][C:5]([NH:6][C:12]2[CH:17]=[CH:16][CH:15]=[CH:14][C:13]=2[N+:18]([O-:20])=[O:19])=[CH:4][CH:3]=1. The catalyst class is: 3.